Dataset: Full USPTO retrosynthesis dataset with 1.9M reactions from patents (1976-2016). Task: Predict the reactants needed to synthesize the given product. (1) Given the product [Cl:1][C:2]1[CH:15]=[C:14]([F:16])[C:13]([N:17]2[C:22](=[O:23])[CH:21]=[C:20]([C:24]([F:27])([F:26])[F:25])[N:19]([CH3:28])[C:18]2=[O:29])=[CH:12][C:3]=1[O:4][C:5]1[C:6](=[O:11])[NH:7][CH:8]=[CH:9][CH:10]=1, predict the reactants needed to synthesize it. The reactants are: [Cl:1][C:2]1[CH:15]=[C:14]([F:16])[C:13]([N:17]2[C:22](=[O:23])[CH:21]=[C:20]([C:24]([F:27])([F:26])[F:25])[N:19]([CH3:28])[C:18]2=[O:29])=[CH:12][C:3]=1[O:4][CH:5]1[CH2:10][CH:9]=[CH:8][NH:7][C:6]1=[O:11].O1CCCC1.C1(Cl)C(Cl)=C(Cl)C(=O)C(=O)C=1Cl. (2) Given the product [CH3:14][O:13][C:10]1[CH:9]=[CH:8][C:7]([N:6]2[C:29]([C:28]3[CH:32]=[CH:33][C:25]([O:24][CH3:23])=[CH:26][CH:27]=3)=[N:4][C:3]([C:2]([F:15])([F:16])[F:1])=[N:5]2)=[CH:12][CH:11]=1, predict the reactants needed to synthesize it. The reactants are: [F:1][C:2]([F:16])([F:15])[C:3](=[N:5][NH:6][C:7]1[CH:12]=[CH:11][C:10]([O:13][CH3:14])=[CH:9][CH:8]=1)[NH2:4].N1C=CC=CC=1.[CH3:23][O:24][C:25]1[CH:33]=[CH:32][C:28]([C:29](Cl)=O)=[CH:27][CH:26]=1.